This data is from Forward reaction prediction with 1.9M reactions from USPTO patents (1976-2016). The task is: Predict the product of the given reaction. Given the reactants [CH:1]12[O:8][CH:5]([CH:6]=[CH:7]1)[CH2:4][CH:3]([C:9](O)=O)[CH2:2]2.CN(C(ON1N=NC2C=CC=NC1=2)=[N+](C)C)C.F[P-](F)(F)(F)(F)F.Cl.[NH2:37][C:38]1[C:39](=[O:52])[N:40]([CH2:49][CH2:50][CH3:51])[C:41](=[O:48])[N:42]([CH2:45][CH2:46][CH3:47])[C:43]=1[NH2:44].CCN(C(C)C)C(C)C, predict the reaction product. The product is: [CH:5]12[O:8][CH:1]([CH:7]=[CH:6]1)[CH2:2][CH:3]([C:9]1[NH:37][C:38]3[C:39](=[O:52])[N:40]([CH2:49][CH2:50][CH3:51])[C:41](=[O:48])[N:42]([CH2:45][CH2:46][CH3:47])[C:43]=3[N:44]=1)[CH2:4]2.